This data is from Peptide-MHC class I binding affinity with 185,985 pairs from IEDB/IMGT. The task is: Regression. Given a peptide amino acid sequence and an MHC pseudo amino acid sequence, predict their binding affinity value. This is MHC class I binding data. (1) The peptide sequence is SQIFNIISY. The MHC is HLA-A11:01 with pseudo-sequence HLA-A11:01. The binding affinity (normalized) is 0.632. (2) The peptide sequence is DEYGPVFVE. The binding affinity (normalized) is 0.0847. The MHC is HLA-A25:01 with pseudo-sequence HLA-A25:01. (3) The peptide sequence is LELGDYKLVEI. The MHC is H-2-Kk with pseudo-sequence H-2-Kk. The binding affinity (normalized) is 0.433. (4) The peptide sequence is NSDDYTADE. The MHC is HLA-A31:01 with pseudo-sequence HLA-A31:01. The binding affinity (normalized) is 0.0847. (5) The peptide sequence is KISNCVADY. The MHC is HLA-A23:01 with pseudo-sequence HLA-A23:01. The binding affinity (normalized) is 0. (6) The peptide sequence is NPAWRKAVFI. The MHC is HLA-B07:02 with pseudo-sequence HLA-B07:02. The binding affinity (normalized) is 0.249.